This data is from Retrosynthesis with 50K atom-mapped reactions and 10 reaction types from USPTO. The task is: Predict the reactants needed to synthesize the given product. Given the product COC(=O)c1cc(C)c2nc(C)n(Cc3ccc(OC(C)=O)cc3Cl)c2n1, predict the reactants needed to synthesize it. The reactants are: CC(=O)Oc1ccc(CBr)c(Cl)c1.COC(=O)c1cc(C)c2nc(C)[nH]c2n1.